Dataset: Forward reaction prediction with 1.9M reactions from USPTO patents (1976-2016). Task: Predict the product of the given reaction. (1) Given the reactants Cl[C:2]1[C:15]2[C:14](=[O:16])[C:13]3[C:8](=[C:9]([NH:17][CH2:18][CH2:19][N:20]([CH3:22])[CH3:21])[CH:10]=[CH:11][CH:12]=3)[C:7](=[O:23])[C:6]=2[CH:5]=[CH:4][CH:3]=1.[CH2:24]([CH2:26][NH2:27])[OH:25], predict the reaction product. The product is: [CH3:21][N:20]([CH3:22])[CH2:19][CH2:18][NH:17][C:9]1[C:8]2[C:7](=[O:23])[C:6]3[C:15](=[C:2]([NH:27][CH2:26][CH2:24][OH:25])[CH:3]=[CH:4][CH:5]=3)[C:14](=[O:16])[C:13]=2[CH:12]=[CH:11][CH:10]=1. (2) Given the reactants C([O:7][CH2:8][C:9]([F:15])([F:14])[S:10]([O-:13])(=[O:12])=[O:11])(=O)C(C)(C)C.[C:16]1([S+:22]([C:29]2[CH:34]=[CH:33][CH:32]=[CH:31][CH:30]=2)[C:23]2[CH:28]=[CH:27][CH:26]=[CH:25][CH:24]=2)[CH:21]=[CH:20][CH:19]=[CH:18][CH:17]=1.C[O-].[Na+].Cl, predict the reaction product. The product is: [F:14][C:9]([F:15])([S:10]([O-:13])(=[O:12])=[O:11])[CH2:8][OH:7].[C:29]1([S+:22]([C:16]2[CH:17]=[CH:18][CH:19]=[CH:20][CH:21]=2)[C:23]2[CH:28]=[CH:27][CH:26]=[CH:25][CH:24]=2)[CH:30]=[CH:31][CH:32]=[CH:33][CH:34]=1. (3) Given the reactants [CH3:1][O:2][C:3]1[CH:4]=[C:5]2[C:9](=[CH:10][C:11]=1[O:12][CH3:13])[NH:8][C:7]([C:14]([NH:16][NH2:17])=[O:15])=[C:6]2[C:18]1[CH:23]=[CH:22][C:21]([O:24][CH3:25])=[CH:20][CH:19]=1.[C:26](O)(=[O:28])[CH3:27], predict the reaction product. The product is: [C:26]([NH:17][NH:16][C:14]([C:7]1[NH:8][C:9]2[C:5]([C:6]=1[C:18]1[CH:19]=[CH:20][C:21]([O:24][CH3:25])=[CH:22][CH:23]=1)=[CH:4][C:3]([O:2][CH3:1])=[C:11]([O:12][CH3:13])[CH:10]=2)=[O:15])(=[O:28])[CH3:27].